This data is from Forward reaction prediction with 1.9M reactions from USPTO patents (1976-2016). The task is: Predict the product of the given reaction. (1) Given the reactants [CH2:1]([O:3][C:4](=[O:28])[CH2:5][C:6]1[CH:7]=[C:8]([C:14]2[CH:19]=[C:18]([C:20]([F:23])([F:22])[F:21])[CH:17]=[CH:16][C:15]=2[CH2:24][NH:25][CH2:26][CH3:27])[C:9]([O:12][CH3:13])=[CH:10][CH:11]=1)[CH3:2].[CH:29]1([C:32](Cl)=[O:33])[CH2:31][CH2:30]1, predict the reaction product. The product is: [CH2:1]([O:3][C:4](=[O:28])[CH2:5][C:6]1[CH:7]=[C:8]([C:14]2[CH:19]=[C:18]([C:20]([F:23])([F:21])[F:22])[CH:17]=[CH:16][C:15]=2[CH2:24][N:25]([C:32]([CH:29]2[CH2:31][CH2:30]2)=[O:33])[CH2:26][CH3:27])[C:9]([O:12][CH3:13])=[CH:10][CH:11]=1)[CH3:2]. (2) Given the reactants [ClH:1].[NH2:2][CH:3]([C:7]1[N:8]=[C:9]([CH3:13])[O:10][C:11]=1[CH3:12])[C:4]([OH:6])=[O:5].Cl.[CH3:15]O, predict the reaction product. The product is: [ClH:1].[NH2:2][CH:3]([C:7]1[N:8]=[C:9]([CH3:13])[O:10][C:11]=1[CH3:12])[C:4]([O:6][CH3:15])=[O:5]. (3) Given the reactants [NH:1]1[CH:5]=[N:4][N:3]=[N:2]1.C(N(C(C)C)CC)(C)C.[CH2:15]([CH:17]1[O:19][CH2:18]1)[Cl:16], predict the reaction product. The product is: [N:1]1[N:2]([CH2:18][CH:17]([OH:19])[CH2:15][Cl:16])[N:3]=[N:4][CH:5]=1. (4) The product is: [F:23][C:24]([F:51])([F:50])[C:25]1[CH:26]=[C:27]([CH:43]=[C:44]([C:46]([F:49])([F:48])[F:47])[CH:45]=1)[CH2:28][N:29]1[CH2:36][CH2:35][CH2:34][O:33][C:32]2[N:37]=[CH:38][CH:39]=[C:40]([C:1]3[CH:6]=[CH:5][CH:4]=[CH:3][CH:2]=3)[C:31]=2[C:30]1=[O:42]. Given the reactants [C:1]1(B(O)O)[CH:6]=[CH:5][CH:4]=[CH:3][CH:2]=1.C1(C)C=CC=CC=1.C(=O)([O-])[O-].[Na+].[Na+].[F:23][C:24]([F:51])([F:50])[C:25]1[CH:26]=[C:27]([CH:43]=[C:44]([C:46]([F:49])([F:48])[F:47])[CH:45]=1)[CH2:28][N:29]1[CH2:36][CH2:35][CH2:34][O:33][C:32]2[N:37]=[CH:38][CH:39]=[C:40](I)[C:31]=2[C:30]1=[O:42], predict the reaction product. (5) The product is: [Cl:1][C:2]1[N:7]=[C:6]([N:13]2[CH2:18][CH2:17][CH2:16][CH2:15][C@H:14]2[CH2:19][CH2:20][OH:21])[CH:5]=[C:4]([CH2:9][CH2:10][CH3:11])[N:3]=1. Given the reactants [Cl:1][C:2]1[N:7]=[C:6](Cl)[CH:5]=[C:4]([CH2:9][CH2:10][CH3:11])[N:3]=1.Cl.[NH:13]1[CH2:18][CH2:17][CH2:16][CH2:15][C@H:14]1[CH2:19][CH2:20][OH:21].C(N(CC)CC)C, predict the reaction product. (6) Given the reactants [NH2:1][CH2:2][CH:3]([C:14]1[C:15]([CH3:31])=[C:16]([NH:20][C:21](=[O:30])[O:22][CH2:23][C:24]2[CH:29]=[CH:28][CH:27]=[CH:26][CH:25]=2)[CH:17]=[CH:18][CH:19]=1)[C:4]1[C:12]2[C:7](=[CH:8][C:9]([Br:13])=[CH:10][CH:11]=2)[NH:6][CH:5]=1.O=[CH:33][C:34]([O:36][CH2:37][CH3:38])=[O:35].C1(C)C=CC=CC=1.Cl.O1CCOCC1, predict the reaction product. The product is: [CH2:23]([O:22][C:21]([NH:20][C:16]1[C:15]([CH3:31])=[C:14]([C:3]2[C:4]3[C:12]4[C:7](=[CH:8][C:9]([Br:13])=[CH:10][CH:11]=4)[NH:6][C:5]=3[C:33]([C:34]([O:36][CH2:37][CH3:38])=[O:35])=[N:1][CH:2]=2)[CH:19]=[CH:18][CH:17]=1)=[O:30])[C:24]1[CH:25]=[CH:26][CH:27]=[CH:28][CH:29]=1. (7) Given the reactants C[O:2][C:3](=[O:21])[CH2:4][N:5]1[CH2:8][C:7]2([CH2:12][CH2:11][CH2:10][N:9]2[C:13]([O:15][C:16]([CH3:19])([CH3:18])[CH3:17])=[O:14])[C:6]1=[O:20].O[Li].O, predict the reaction product. The product is: [C:16]([O:15][C:13]([N:9]1[CH2:10][CH2:11][CH2:12][C:7]21[C:6](=[O:20])[N:5]([CH2:4][C:3]([OH:21])=[O:2])[CH2:8]2)=[O:14])([CH3:19])([CH3:17])[CH3:18]. (8) Given the reactants [C:1]([C:5]1[N:6]=[C:7]([N:16]2[CH2:20][CH2:19][C:18]([F:22])([F:21])[CH2:17]2)[C:8]2[N:13]=[N:12][N:11]([CH2:14][CH3:15])[C:9]=2[N:10]=1)([CH3:4])([CH3:3])[CH3:2].C(C1N=C(N2CCC(F)(F)C2)C2N=NNC=2N=1)(C)(C)C.ClC[C:45]1[CH:50]=[CH:49][CH:48]=C[C:46]=1[O:51][CH3:52], predict the reaction product. The product is: [C:1]([C:5]1[N:6]=[C:7]([N:16]2[CH2:20][CH2:19][C:18]([F:21])([F:22])[CH2:17]2)[C:8]2[N:13]=[N:12][N:11]([CH2:14][C:15]3[CH:48]=[CH:49][CH:50]=[CH:45][C:46]=3[O:51][CH3:52])[C:9]=2[N:10]=1)([CH3:2])([CH3:3])[CH3:4]. (9) Given the reactants [C:1]([CH2:9][CH2:10][C:11]([OH:13])=[O:12])(=[O:8])[C:2]1[CH:7]=[CH:6][CH:5]=[CH:4][CH:3]=1.OS(O)(=O)=O.[CH3:19]O, predict the reaction product. The product is: [C:1]([CH2:9][CH2:10][C:11]([O:13][CH3:19])=[O:12])(=[O:8])[C:2]1[CH:7]=[CH:6][CH:5]=[CH:4][CH:3]=1. (10) Given the reactants Br[C:2]1[N:6]2[CH2:7][CH2:8][CH2:9][CH2:10][C:5]2=[N:4][CH:3]=1.CN([CH:14]=[O:15])C.O, predict the reaction product. The product is: [CH:14]([C:2]1[N:6]2[CH2:7][CH2:8][CH2:9][CH2:10][C:5]2=[N:4][CH:3]=1)=[O:15].